From a dataset of Forward reaction prediction with 1.9M reactions from USPTO patents (1976-2016). Predict the product of the given reaction. (1) Given the reactants [F:1][C:2]1[CH:15]=[CH:14][C:5]([CH2:6][N:7]2[CH2:12][CH2:11][NH:10][CH2:9][C:8]2=[O:13])=[CH:4][CH:3]=1.C([O:18][CH:19]=[C:20]([C:26](OCC)=O)[C:21]([O:23][CH2:24][CH3:25])=[O:22])C.C[Si]([N-][Si](C)(C)C)(C)C.[Li+].C1COCC1, predict the reaction product. The product is: [F:1][C:2]1[CH:15]=[CH:14][C:5]([CH2:6][N:7]2[CH2:12][CH2:11][N:10]3[CH:26]=[C:20]([C:21]([O:23][CH2:24][CH3:25])=[O:22])[C:19]([OH:18])=[C:9]3[C:8]2=[O:13])=[CH:4][CH:3]=1. (2) Given the reactants [C:1]([N:4]1[CH2:9][CH2:8][N:7]([C:10]2[N:15]=[C:14]([O:16][CH2:17][CH3:18])[C:13]([NH:19][C:20]([C:22]3[C:26]4[C:27](=[O:41])[N:28]([CH2:31][CH2:32][O:33]CC5C=CC=CC=5)[CH2:29][CH2:30][C:25]=4[O:24][CH:23]=3)=[O:21])=[CH:12][CH:11]=2)[CH2:6][CH2:5]1)(=[O:3])[CH3:2], predict the reaction product. The product is: [C:1]([N:4]1[CH2:5][CH2:6][N:7]([C:10]2[N:15]=[C:14]([O:16][CH2:17][CH3:18])[C:13]([NH:19][C:20]([C:22]3[C:26]4[C:27](=[O:41])[N:28]([CH2:31][CH2:32][OH:33])[CH2:29][CH2:30][C:25]=4[O:24][CH:23]=3)=[O:21])=[CH:12][CH:11]=2)[CH2:8][CH2:9]1)(=[O:3])[CH3:2]. (3) Given the reactants [CH3:1][C:2]1[S:3][CH:4]=[C:5]([C:7]#[N:8])[N:6]=1.[Br:9]N1C(=O)CCC1=O.C(OOC(=O)C1C=CC=CC=1)(=O)C1C=CC=CC=1, predict the reaction product. The product is: [Br:9][CH2:1][C:2]1[S:3][CH:4]=[C:5]([C:7]#[N:8])[N:6]=1. (4) Given the reactants [CH3:1][O:2][C:3]1[CH:19]=[CH:18][C:6]([CH2:7][NH:8][CH2:9][C:10]2[CH:15]=[CH:14][C:13]([O:16][CH3:17])=[CH:12][CH:11]=2)=[CH:5][CH:4]=1.CCN(CC)CC.[CH2:27]([S:29](Cl)(=[O:31])=[O:30])[CH3:28], predict the reaction product. The product is: [CH3:17][O:16][C:13]1[CH:14]=[CH:15][C:10]([CH2:9][N:8]([CH2:7][C:6]2[CH:5]=[CH:4][C:3]([O:2][CH3:1])=[CH:19][CH:18]=2)[S:29]([CH2:27][CH3:28])(=[O:31])=[O:30])=[CH:11][CH:12]=1. (5) Given the reactants Br[C:2]1[CH:7]=[CH:6][C:5]([Br:8])=[CH:4][N:3]=1.CC#N.C(=O)=O.C([Li])CCC.[O:20]1CC[CH2:22][CH2:21]1.CN(C)C(=O)C, predict the reaction product. The product is: [Br:8][C:5]1[CH:6]=[CH:7][C:2]([C:21](=[O:20])[CH3:22])=[N:3][CH:4]=1. (6) Given the reactants [NH2:1][C:2]1[CH:7]=[CH:6][C:5]([C:8]([F:11])([F:10])[F:9])=[CH:4][C:3]=1I.[Cu](C#N)[C:14]#[N:15].C(OCC)(=O)C.CCCCCC, predict the reaction product. The product is: [NH2:1][C:2]1[CH:7]=[CH:6][C:5]([C:8]([F:11])([F:10])[F:9])=[CH:4][C:3]=1[C:14]#[N:15]. (7) Given the reactants [Br:1][C:2]1[C:3]([N:10]([CH:19]2[CH2:23][CH2:22][CH2:21][CH2:20]2)[NH:11]C(OC(C)(C)C)=O)=[N:4][C:5]([C:8]#[N:9])=[N:6][CH:7]=1.C1(C)C=CC(S(O)(=O)=O)=CC=1, predict the reaction product. The product is: [Br:1][C:2]1[C:3]([N:10]([CH:19]2[CH2:20][CH2:21][CH2:22][CH2:23]2)[NH2:11])=[N:4][C:5]([C:8]#[N:9])=[N:6][CH:7]=1.